From a dataset of Forward reaction prediction with 1.9M reactions from USPTO patents (1976-2016). Predict the product of the given reaction. (1) Given the reactants [F:1][C:2]1[C:7]([F:8])=[CH:6][CH:5]=[CH:4][C:3]=1[C:9]1[CH:14]=[CH:13][N:12]=[C:11]([N:15]2[CH2:20][CH2:19][N:18](C(OC(C)(C)C)=O)[CH2:17][CH2:16]2)[CH:10]=1.Cl.CO, predict the reaction product. The product is: [F:1][C:2]1[C:7]([F:8])=[CH:6][CH:5]=[CH:4][C:3]=1[C:9]1[CH:14]=[CH:13][N:12]=[C:11]([N:15]2[CH2:20][CH2:19][NH:18][CH2:17][CH2:16]2)[CH:10]=1. (2) Given the reactants CN(C(ON1N=NC2C=CC=NC1=2)=[N+](C)C)C.F[P-](F)(F)(F)(F)F.CCN(C(C)C)C(C)C.[NH2:34][C@@H:35]([CH2:65][C:66]#[N:67])[C:36]([NH:38][C@@H:39]([CH2:56][C:57]1[CH:62]=[CH:61][C:60]([O:63][CH3:64])=[CH:59][CH:58]=1)[C:40]([NH:42][C@@H:43]([CH2:50][C:51]1[CH2:55][CH2:54][CH2:53][CH:52]=1)[C:44]([C@@:46]1([CH3:49])[CH2:48][O:47]1)=[O:45])=[O:41])=[O:37].[O:68]1[CH2:73][CH2:72][N:71]([CH2:74][C:75](O)=[O:76])[CH2:70][CH2:69]1, predict the reaction product. The product is: [C:66]([CH2:65][C@H:35]([NH:34][C:75](=[O:76])[CH2:74][N:71]1[CH2:72][CH2:73][O:68][CH2:69][CH2:70]1)[C:36]([NH:38][C@@H:39]([CH2:56][C:57]1[CH:62]=[CH:61][C:60]([O:63][CH3:64])=[CH:59][CH:58]=1)[C:40]([NH:42][C@@H:43]([CH2:50][C:51]1[CH2:55][CH2:54][CH2:53][CH:52]=1)[C:44]([C@@:46]1([CH3:49])[CH2:48][O:47]1)=[O:45])=[O:41])=[O:37])#[N:67]. (3) Given the reactants [O:1]1CCO[CH:2]1[C:6]1[CH:7]=[C:8]2[C:12](=[CH:13][CH:14]=1)[NH:11][N:10]=[C:9]2[NH2:15].C1(C)C=CC(S(O)(=O)=O)=CC=1.C(OCC)(=O)C, predict the reaction product. The product is: [NH2:15][C:9]1[C:8]2[C:12](=[CH:13][CH:14]=[C:6]([CH:2]=[O:1])[CH:7]=2)[NH:11][N:10]=1. (4) Given the reactants [Cl:1][C:2]1[CH:3]=[C:4]([CH:6]=[CH:7][C:8]=1[CH3:9])[NH2:5].B(Cl)(Cl)Cl.[Cl:14][CH2:15][C:16]#N.[Cl-].C([Al+]CC)C.Cl.C(OCC)(=[O:27])C, predict the reaction product. The product is: [NH2:5][C:4]1[CH:3]=[C:2]([Cl:1])[C:8]([CH3:9])=[CH:7][C:6]=1[C:16](=[O:27])[CH2:15][Cl:14].